This data is from Reaction yield outcomes from USPTO patents with 853,638 reactions. The task is: Predict the reaction yield, written as a fraction of the theoretical maximum amount of product (1.0 means a 100% yield; for example, 0.34 means a 34% yield). (1) The reactants are [C:1]1(=[O:7])[O:6][C:4](=[O:5])[CH2:3][CH2:2]1.[CH3:8][O:9][C:10]1[CH:11]=[C:12]2[C:17](=[C:18]3[CH2:22][C:21]([CH3:24])([CH3:23])[O:20][C:19]=13)[C:16]([C:25]1[CH:26]=[C:27]([C:31]3[CH:36]=[CH:35][C:34]([NH2:37])=[CH:33][CH:32]=3)[CH:28]=[CH:29][CH:30]=1)=[N:15][C:14]([CH3:39])([CH3:38])[CH2:13]2. The catalyst is O1CCCC1. The product is [O:7]=[C:1]([NH:37][C:34]1[CH:33]=[CH:32][C:31]([C:27]2[CH:28]=[CH:29][CH:30]=[C:25]([C:16]3[C:17]4[C:12](=[CH:11][C:10]([O:9][CH3:8])=[C:19]5[O:20][C:21]([CH3:24])([CH3:23])[CH2:22][C:18]5=4)[CH2:13][C:14]([CH3:39])([CH3:38])[N:15]=3)[CH:26]=2)=[CH:36][CH:35]=1)[CH2:2][CH2:3][C:4]([OH:6])=[O:5]. The yield is 0.920. (2) The reactants are [Cl:1][C:2]1[CH:3]=[C:4]([NH:9][C:10]([N:12]2[CH2:17][CH2:16][C:15](=[CH:18][CH:19]3[CH2:24][CH2:23][CH2:22][N:21]([CH2:25][CH3:26])[CH2:20]3)[CH2:14][CH2:13]2)=[O:11])[CH:5]=[CH:6][C:7]=1[Cl:8]. The catalyst is [Pd].C(O)C. The product is [Cl:1][C:2]1[CH:3]=[C:4]([NH:9][C:10]([N:12]2[CH2:13][CH2:14][CH:15]([CH2:18][CH:19]3[CH2:24][CH2:23][CH2:22][N:21]([CH2:25][CH3:26])[CH2:20]3)[CH2:16][CH2:17]2)=[O:11])[CH:5]=[CH:6][C:7]=1[Cl:8]. The yield is 0.620. (3) The yield is 0.450. The product is [F:1][C:2]([F:29])([O:6][C:7]1[CH:8]=[C:9]([CH2:13][N:14]([C:15]2[CH:20]=[CH:19][CH:18]=[C:17]([O:21][CH2:35][C:34]3[CH:37]=[CH:38][CH:39]=[C:32]([C:31]([F:30])([F:40])[F:41])[CH:33]=3)[CH:16]=2)[CH2:22][C@@H:23]([OH:28])[C:24]([F:26])([F:27])[F:25])[CH:10]=[CH:11][CH:12]=1)[CH:3]([F:5])[F:4]. The reactants are [F:1][C:2]([F:29])([O:6][C:7]1[CH:8]=[C:9]([CH2:13][N:14]([CH2:22][C@@H:23]([OH:28])[C:24]([F:27])([F:26])[F:25])[C:15]2[CH:16]=[C:17]([OH:21])[CH:18]=[CH:19][CH:20]=2)[CH:10]=[CH:11][CH:12]=1)[CH:3]([F:5])[F:4].[F:30][C:31]([F:41])([F:40])[C:32]1[CH:33]=[C:34]([CH:37]=[CH:38][CH:39]=1)[CH2:35]Br.C(=O)([O-])[O-].[Cs+].[Cs+]. The catalyst is CC(C)=O. (4) The reactants are [ClH:1].Cl.[CH3:3][O:4][CH2:5][C:6]1[CH:11]=[CH:10][C:9]([C:12]2[C:13]([N:18]3[CH2:23][CH2:22][NH:21][CH2:20][CH2:19]3)=[N:14][CH:15]=[CH:16][N:17]=2)=[CH:8][CH:7]=1.[CH3:24][N:25]1[CH:29]=[C:28]([CH:30]=O)[C:27]([CH3:32])=[N:26]1.C(O[BH-](OC(=O)C)OC(=O)C)(=O)C.[Na+].C(=O)(O)[O-].[Na+]. The catalyst is O1CCCC1. The product is [ClH:1].[CH3:3][O:4][CH2:5][C:6]1[CH:11]=[CH:10][C:9]([C:12]2[C:13]([N:18]3[CH2:23][CH2:22][N:21]([CH2:30][C:28]4[C:27]([CH3:32])=[N:26][N:25]([CH3:24])[CH:29]=4)[CH2:20][CH2:19]3)=[N:14][CH:15]=[CH:16][N:17]=2)=[CH:8][CH:7]=1. The yield is 0.220. (5) The reactants are Cl.NO.C([N:7](CC)C(C)C)(C)C.[Br:13][C:14]1[C:15]([NH:20][C:21]([NH:23]C(=O)OCC)=S)=[N:16][CH:17]=[CH:18][CH:19]=1. The catalyst is CO.C(O)C. The product is [Br:13][C:14]1[C:15]2[N:16]([N:7]=[C:21]([NH2:23])[N:20]=2)[CH:17]=[CH:18][CH:19]=1. The yield is 0.400. (6) The reactants are S(Cl)(Cl)=O.[Br:5][CH2:6][C@@:7]([OH:12])([CH3:11])[C:8](O)=[O:9].CCN(CC)CC.[NH2:20][C:21]1[CH:22]=[CH:23][C:24]([C:31]#[N:32])=[C:25]([C:27]([F:30])([F:29])[F:28])[CH:26]=1. The catalyst is C1COCC1.O. The product is [Br:5][CH2:6][C@@:7]([OH:12])([CH3:11])[C:8]([NH:20][C:21]1[CH:22]=[CH:23][C:24]([C:31]#[N:32])=[C:25]([C:27]([F:28])([F:29])[F:30])[CH:26]=1)=[O:9]. The yield is 0.739.